From a dataset of Full USPTO retrosynthesis dataset with 1.9M reactions from patents (1976-2016). Predict the reactants needed to synthesize the given product. (1) Given the product [F:16][C:10]1[CH:11]=[C:12]([F:15])[CH:13]=[CH:14][C:9]=1[O:8][C:7]1[N:6]=[CH:5][C:4]([NH2:17])=[CH:3][C:2]=1[B:21]1[O:22][C:23]([CH3:25])([CH3:24])[C:19]([CH3:35])([CH3:18])[O:20]1, predict the reactants needed to synthesize it. The reactants are: Br[C:2]1[CH:3]=[C:4]([NH2:17])[CH:5]=[N:6][C:7]=1[O:8][C:9]1[CH:14]=[CH:13][C:12]([F:15])=[CH:11][C:10]=1[F:16].[CH3:18][C:19]1([CH3:35])[C:23]([CH3:25])([CH3:24])[O:22][B:21]([B:21]2[O:22][C:23]([CH3:25])([CH3:24])[C:19]([CH3:35])([CH3:18])[O:20]2)[O:20]1.CC([O-])=O.[K+].CC12CC3(C)P(C4C=CC=CC=4)C(C)(CC(C)(O3)O1)O2. (2) Given the product [CH3:1][O:2][C:3]1[CH:30]=[C:29]([O:31][CH3:32])[CH:28]=[CH:27][C:4]=1[CH2:5][N:6]1[C@H:7]([CH2:22][N:23]2[CH2:24][CH2:25][O:26][C:38]2=[O:39])[C@H:8]([NH:11][C:12](=[O:21])[O:13][CH2:14][C:15]2[CH:16]=[CH:17][CH:18]=[CH:19][CH:20]=2)[C:9]1=[O:10], predict the reactants needed to synthesize it. The reactants are: [CH3:1][O:2][C:3]1[CH:30]=[C:29]([O:31][CH3:32])[CH:28]=[CH:27][C:4]=1[CH2:5][N:6]1[C:9](=[O:10])[C@@H:8]([NH:11][C:12](=[O:21])[O:13][CH2:14][C:15]2[CH:20]=[CH:19][CH:18]=[CH:17][CH:16]=2)[C@H:7]1[CH2:22][NH:23][CH2:24][CH2:25][OH:26].C1N=CN([C:38](N2C=NC=C2)=[O:39])C=1. (3) The reactants are: C(C1OC[C@H](C2C=CC=CC=2)N=1)(C1OC[C@H](C2C=CC=CC=2)N=1)(C)C.[CH3:26][O:27][C:28]1[CH:33]=[CH:32][C:31]([C:34]([C:58]2[CH:63]=[CH:62][C:61]([O:64][CH3:65])=[CH:60][CH:59]=2)([C:52]2[CH:57]=[CH:56][CH:55]=[CH:54][CH:53]=2)[O:35][CH2:36][C@H:37]2[O:41][C@@H:40]([N:42]3[CH:49]=[CH:48][C:46](=[O:47])[NH:45][C:43]3=[O:44])[C@H:39]([OH:50])[C@@H:38]2[OH:51])=[CH:30][CH:29]=1.[C:66]1([N:72]=[C:73]=[O:74])[CH:71]=[CH:70][CH:69]=[CH:68][CH:67]=1.COC1C=CC(C(C2C=CC(OC)=CC=2)(C2C=CC=CC=2)OC[C@H]2O[C@@H](N3C=CC(=O)NC3=O)[C@H](OC(=O)NC3C=CC=CC=3)[C@@H]2O)=CC=1. Given the product [CH3:26][O:27][C:28]1[CH:29]=[CH:30][C:31]([C:34]([C:58]2[CH:59]=[CH:60][C:61]([O:64][CH3:65])=[CH:62][CH:63]=2)([C:52]2[CH:57]=[CH:56][CH:55]=[CH:54][CH:53]=2)[O:35][CH2:36][C@H:37]2[O:41][C@@H:40]([N:42]3[CH:49]=[CH:48][C:46](=[O:47])[NH:45][C:43]3=[O:44])[C@H:39]([OH:50])[C@@H:38]2[O:51][C:73](=[O:74])[NH:72][C:66]2[CH:71]=[CH:70][CH:69]=[CH:68][CH:67]=2)=[CH:32][CH:33]=1, predict the reactants needed to synthesize it. (4) Given the product [O:12]1[CH2:17][CH2:16][CH:15]([O:1][C:2]2[CH:3]=[CH:4][C:5]([C:6]([O:8][CH3:9])=[O:7])=[CH:10][CH:11]=2)[CH2:14][CH2:13]1, predict the reactants needed to synthesize it. The reactants are: [OH:1][C:2]1[CH:11]=[CH:10][C:5]([C:6]([O:8][CH3:9])=[O:7])=[CH:4][CH:3]=1.[O:12]1[CH2:17][CH2:16][CH:15](O)[CH2:14][CH2:13]1.C1(P(C2C=CC=CC=2)C2C=CC=CC=2)C=CC=CC=1.N(C(OC(C)C)=O)=NC(OC(C)C)=O. (5) Given the product [SH:15][C:13]1[S:14][C:2]2[CH:7]=[CH:6][C:5]([CH3:8])=[CH:4][C:3]=2[N:9]=1, predict the reactants needed to synthesize it. The reactants are: Br[C:2]1[CH:7]=[CH:6][C:5]([CH3:8])=[CH:4][C:3]=1[NH2:9].C(O[C:13]([SH:15])=[S:14])C.[K]. (6) Given the product [N:1]1[C:10]2[CH2:9][CH2:8][CH2:7][C:6](=[O:11])[C:5]=2[N:4]=[CH:3][CH:2]=1, predict the reactants needed to synthesize it. The reactants are: [N:1]1[C:10]2[CH2:9][CH2:8][CH2:7][CH:6]([OH:11])[C:5]=2[N:4]=[CH:3][CH:2]=1.CC(OI1(OC(C)=O)(OC(C)=O)OC(=O)C2C=CC=CC1=2)=O.O.CO.